This data is from Full USPTO retrosynthesis dataset with 1.9M reactions from patents (1976-2016). The task is: Predict the reactants needed to synthesize the given product. (1) Given the product [C:17]([O:21][C:22]([N:24]1[CH2:29][CH2:28][CH:27]([C:30]2[CH:35]=[CH:34][C:33]([NH:36][C:12]([C:10]3[N:11]=[C:7]([C:1]4[CH:2]=[CH:3][CH:4]=[CH:5][CH:6]=4)[O:8][C:9]=3[CH2:15][CH3:16])=[O:14])=[CH:32][CH:31]=2)[CH2:26][CH2:25]1)=[O:23])([CH3:20])([CH3:18])[CH3:19], predict the reactants needed to synthesize it. The reactants are: [C:1]1([C:7]2[O:8][C:9]([CH2:15][CH3:16])=[C:10]([C:12]([OH:14])=O)[N:11]=2)[CH:6]=[CH:5][CH:4]=[CH:3][CH:2]=1.[C:17]([O:21][C:22]([N:24]1[CH2:29][CH2:28][CH:27]([C:30]2[CH:35]=[CH:34][C:33]([NH2:36])=[CH:32][CH:31]=2)[CH2:26][CH2:25]1)=[O:23])([CH3:20])([CH3:19])[CH3:18].C(N(CC)CC)C.F[P-](F)(F)(F)(F)F.N1(O[P+](N(C)C)(N(C)C)N(C)C)C2C=CC=CC=2N=N1. (2) Given the product [CH3:1][O:2][C:3](=[O:22])[CH2:4][C:5]1[CH:10]=[CH:9][C:8]([NH:11][C:12]2[C:17]([NH2:18])=[CH:16][CH:15]=[CH:14][N:13]=2)=[CH:7][C:6]=1[CH3:21], predict the reactants needed to synthesize it. The reactants are: [CH3:1][O:2][C:3](=[O:22])[CH2:4][C:5]1[CH:10]=[CH:9][C:8]([NH:11][C:12]2[C:17]([N+:18]([O-])=O)=[CH:16][CH:15]=[CH:14][N:13]=2)=[CH:7][C:6]=1[CH3:21].